The task is: Predict the product of the given reaction.. This data is from Forward reaction prediction with 1.9M reactions from USPTO patents (1976-2016). (1) Given the reactants [CH2:1]([OH:3])[CH3:2].[CH3:4][N:5]([CH2:32][CH2:33][N:34]1[CH2:39][CH2:38][O:37][CH2:36][CH2:35]1)[C:6]1[S:7][CH:8]=[C:9]([C:11]2[CH:31]=[CH:30][C:14]([O:15][CH2:16][CH2:17][CH2:18][CH2:19][CH2:20][O:21][C:22]3[CH:29]=[CH:28][C:25]([C:26]#[N:27])=[CH:24][CH:23]=3)=[CH:13][CH:12]=2)[N:10]=1.C=O.[NH:42]1[CH2:47]CO[CH2:44][CH2:43]1, predict the reaction product. The product is: [CH3:4][N:5]([CH2:32][CH2:33][N:34]1[CH2:39][CH2:38][O:37][CH2:36][CH2:35]1)[C:6]1[S:7][C:8]([CH2:47][N:42]2[CH2:43][CH2:44][O:3][CH2:1][CH2:2]2)=[C:9]([C:11]2[CH:31]=[CH:30][C:14]([O:15][CH2:16][CH2:17][CH2:18][CH2:19][CH2:20][O:21][C:22]3[CH:29]=[CH:28][C:25]([C:26]#[N:27])=[CH:24][CH:23]=3)=[CH:13][CH:12]=2)[N:10]=1. (2) Given the reactants Cl.[CH2:2]([O:4][C:5](=[O:9])[CH:6]([CH3:8])[NH2:7])[CH3:3].[OH:10][C:11]1[CH:19]=[C:18]([OH:20])[CH:17]=[CH:16][C:12]=1[C:13](O)=[O:14].C(N=C=NC(C)C)(C)C.ON1C2C=CC=CC=2N=N1.CN1CCOCC1, predict the reaction product. The product is: [OH:10][C:11]1[CH:19]=[C:18]([OH:20])[CH:17]=[CH:16][C:12]=1[C:13]([NH:7][CH:6]([CH3:8])[C:5]([O:4][CH2:2][CH3:3])=[O:9])=[O:14]. (3) Given the reactants FC(F)(F)C(O)=O.[CH3:8][C@@H:9]([O:13][C:14]1[NH:15][C:16]([NH2:25])=[C:17]2[C:21]([N:22]=1)=[N:20][C:19]([O:23][CH3:24])=[N:18]2)[CH2:10][CH2:11][CH3:12].Br[CH2:27][CH2:28][C@@H:29]1[CH2:33][CH2:32][O:31][CH2:30]1, predict the reaction product. The product is: [CH3:8][C@@H:9]([O:13][C:14]1[N:22]=[C:21]2[C:17]([N:18]=[C:19]([O:23][CH3:24])[N:20]2[CH2:27][CH2:28][C@@H:29]2[CH2:33][CH2:32][O:31][CH2:30]2)=[C:16]([NH2:25])[N:15]=1)[CH2:10][CH2:11][CH3:12]. (4) Given the reactants Br[C:2]1[CH:7]=[CH:6][CH:5]=[C:4]([Cl:8])[C:3]=1[CH3:9].[Li]CCCC.[O:15]=[C:16]1[N:21]([C:22]([O:24][C:25]([CH3:28])([CH3:27])[CH3:26])=[O:23])[CH2:20][CH2:19][N:18]2[C:29](=[O:32])[CH2:30][CH2:31][C@@H:17]12, predict the reaction product. The product is: [C:25]([O:24][C:22](=[O:23])[NH:21][CH2:20][CH2:19][N:18]1[C:29](=[O:32])[CH2:30][CH2:31][C@H:17]1[C:16](=[O:15])[C:2]1[CH:7]=[CH:6][CH:5]=[C:4]([Cl:8])[C:3]=1[CH3:9])([CH3:28])([CH3:26])[CH3:27]. (5) Given the reactants [Li+].C[Si]([N-][Si](C)(C)C)(C)C.[CH3:11][N:12]([C:25](=[O:28])[CH2:26][CH3:27])[N:13]=[C:14]([C:20]([O:22]CC)=O)[C:15]([O:17][CH2:18][CH3:19])=[O:16], predict the reaction product. The product is: [OH:22][C:20]1[C:14]([C:15]([O:17][CH2:18][CH3:19])=[O:16])=[N:13][N:12]([CH3:11])[C:25](=[O:28])[C:26]=1[CH3:27].